The task is: Predict the reaction yield, written as a fraction of the theoretical maximum amount of product (1.0 means a 100% yield; for example, 0.34 means a 34% yield).. This data is from Reaction yield outcomes from USPTO patents with 853,638 reactions. (1) The product is [F:1][C:2]1[CH:7]=[CH:6][C:5]([C:8]2[CH:9]=[CH:10][C:11]([CH2:14][N:15]3[CH2:19][C:18]4([CH2:20][CH2:21][C:22](=[O:23])[CH2:27][CH2:28]4)[O:17][C:16]3=[O:29])=[CH:12][CH:13]=2)=[CH:4][CH:3]=1. The catalyst is C1COCC1. The yield is 0.780. The reactants are [F:1][C:2]1[CH:7]=[CH:6][C:5]([C:8]2[CH:13]=[CH:12][C:11]([CH2:14][N:15]3[CH2:19][C:18]4([CH2:28][CH2:27][C:22]5(OCC[O:23]5)[CH2:21][CH2:20]4)[O:17][C:16]3=[O:29])=[CH:10][CH:9]=2)=[CH:4][CH:3]=1.Cl. (2) The reactants are [F-].[Cs+].[CH:3](=[C:10]1/[CH2:11][C@:12]2([CH2:36][CH3:37])[C:18]3=[CH:19][C:20]4[CH:21]=[N:22][N:23]([C:26]5[CH:31]=[CH:30][C:29]([F:32])=[CH:28][CH:27]=5)[C:24]=4[CH:25]=[C:17]3[CH2:16][CH2:15][CH2:14][C@H:13]2[CH2:33][C:34]/1=[O:35])/[C:4]1[CH:9]=[CH:8][CH:7]=[CH:6][CH:5]=1.[CH:38](=[C:45]1/[CH2:46][C@@:47]2([CH2:71][CH3:72])[C:53]3=[CH:54][C:55]4[CH:56]=[N:57][N:58]([C:61]5[CH:66]=[CH:65][C:64]([F:67])=[CH:63][CH:62]=5)[C:59]=4[CH:60]=[C:52]3[CH2:51][CH2:50][CH2:49][C@@H:48]2[CH2:68][C:69]/1=[O:70])/[C:39]1[CH:44]=[CH:43][CH:42]=[CH:41][CH:40]=1.[F:73][C:74]([Si](C)(C)C)([F:76])[F:75].CCCC[N+](CCCC)(CCCC)CCCC.[F-]. The catalyst is CCOC(C)=O.O.COCCOC. The product is [CH:3](=[C:10]1/[CH2:11][C@@:12]2([CH2:36][CH3:37])[C:18]3=[CH:19][C:20]4[CH:21]=[N:22][N:23]([C:26]5[CH:27]=[CH:28][C:29]([F:32])=[CH:30][CH:31]=5)[C:24]=4[CH:25]=[C:17]3[CH2:16][CH2:15][CH2:14][C@@H:13]2[CH2:33][C@:34]/1([C:74]([F:76])([F:75])[F:73])[OH:35])/[C:4]1[CH:5]=[CH:6][CH:7]=[CH:8][CH:9]=1.[CH:38](=[C:45]1/[CH2:46][C@:47]2([CH2:71][CH3:72])[C:53]3=[CH:54][C:55]4[CH:56]=[N:57][N:58]([C:61]5[CH:62]=[CH:63][C:64]([F:67])=[CH:65][CH:66]=5)[C:59]=4[CH:60]=[C:52]3[CH2:51][CH2:50][CH2:49][C@H:48]2[CH2:68][C@@:69]/1([C:74]([F:76])([F:75])[F:73])[OH:70])/[C:39]1[CH:40]=[CH:41][CH:42]=[CH:43][CH:44]=1. The yield is 0.690. (3) The reactants are [Cl:1][C:2]1[CH:3]=[C:4]2[C:9](=[CH:10][CH:11]=1)[NH:8][CH:7]([C:12]1[CH:17]=[CH:16][CH:15]=[C:14]([N+:18]([O-])=O)[CH:13]=1)[C:6]([CH3:22])([CH3:21])[CH2:5]2. The catalyst is C(O)C.Cl.[Fe]. The product is [Cl:1][C:2]1[CH:3]=[C:4]2[C:9](=[CH:10][CH:11]=1)[NH:8][CH:7]([C:12]1[CH:13]=[C:14]([NH2:18])[CH:15]=[CH:16][CH:17]=1)[C:6]([CH3:22])([CH3:21])[CH2:5]2. The yield is 0.820. (4) The reactants are [CH:1]1([N:4]2[CH2:9][CH2:8][CH:7]([C:10]3[CH:19]=[CH:18][C:13]([C:14]([O:16]C)=O)=[CH:12][CH:11]=3)[CH2:6][CH2:5]2)[CH2:3][CH2:2]1.[CH3:20][O:21][C:22]1[CH:23]=[C:24]([CH2:30][CH2:31][C:32]2[CH:33]=[C:34]([NH2:37])[NH:35][N:36]=2)[CH:25]=[C:26]([O:28][CH3:29])[CH:27]=1.C[Al](C)C. The catalyst is C1(C)C=CC=CC=1. The product is [CH:1]1([N:4]2[CH2:5][CH2:6][CH:7]([C:10]3[CH:11]=[CH:12][C:13]([C:14]([NH:37][C:34]4[NH:35][N:36]=[C:32]([CH2:31][CH2:30][C:24]5[CH:25]=[C:26]([O:28][CH3:29])[CH:27]=[C:22]([O:21][CH3:20])[CH:23]=5)[CH:33]=4)=[O:16])=[CH:18][CH:19]=3)[CH2:8][CH2:9]2)[CH2:2][CH2:3]1. The yield is 0.358. (5) The reactants are [CH2:1]([N:8]1[CH2:13][CH2:12][C:11]2([C:21]3[C:16](=[N:17][CH:18]=[CH:19][CH:20]=3)[C:15](=[O:22])[O:14]2)[CH2:10][CH2:9]1)[C:2]1[CH:7]=[CH:6][CH:5]=[CH:4][CH:3]=1.[H-].C([Al+]CC(C)C)C(C)C.N1C=CC=CC=1.[C:39](OC(=O)C)(=[O:41])[CH3:40]. The catalyst is ClCCl. The product is [C:39]([O:22][CH:15]1[C:16]2=[N:17][CH:18]=[CH:19][CH:20]=[C:21]2[C:11]2([CH2:12][CH2:13][N:8]([CH2:1][C:2]3[CH:7]=[CH:6][CH:5]=[CH:4][CH:3]=3)[CH2:9][CH2:10]2)[O:14]1)(=[O:41])[CH3:40]. The yield is 0.700. (6) The reactants are [F:1][C:2]([F:31])([F:30])[C:3]1[CH:8]=[CH:7][C:6]([C:9]2[S:13][CH:12]=[C:11]([C:14](=[N:16][NH:17][C:18]([C:20]3[S:24][C:23]([C:25]([O:27]C)=[O:26])=[CH:22][CH:21]=3)=[O:19])[CH3:15])[C:10]=2[OH:29])=[CH:5][CH:4]=1.[OH-].[Na+].Cl. The catalyst is C(O)(C)(C)C. The product is [F:31][C:2]([F:1])([F:30])[C:3]1[CH:8]=[CH:7][C:6]([C:9]2[S:13][CH:12]=[C:11]([C:14](=[N:16][NH:17][C:18]([C:20]3[S:24][C:23]([C:25]([OH:27])=[O:26])=[CH:22][CH:21]=3)=[O:19])[CH3:15])[C:10]=2[OH:29])=[CH:5][CH:4]=1. The yield is 0.270. (7) The reactants are [Br:1][C:2]1[CH:3]=[C:4]([CH:8]=[C:9]([F:11])[CH:10]=1)[C:5]([OH:7])=[O:6].S(=O)(=O)(O)O.[C:17](=O)([O-])O.[Na+]. The catalyst is CO. The product is [Br:1][C:2]1[CH:3]=[C:4]([CH:8]=[C:9]([F:11])[CH:10]=1)[C:5]([O:7][CH3:17])=[O:6]. The yield is 0.800.